Regression. Given a target protein amino acid sequence and a drug SMILES string, predict the binding affinity score between them. We predict pIC50 (pIC50 = -log10(IC50 in M); higher means more potent). Dataset: bindingdb_ic50. From a dataset of Drug-target binding data from BindingDB using IC50 measurements. (1) The compound is CCC(CC)NC(=O)C[C@@H](C(=O)NC[C@@H](O)[C@H](Cc1ccccc1)NC(=O)[C@@H](NC(=O)c1cnc2ccccc2n1)C(C)C)C(C)(C)C. The target protein sequence is PQFSLWKRPVVTAYIEGQPVEVLLDTGADDSIVAGIELGNNYSPKIVGGIGGFINTKEYKNVEIEVLNKKVRATIMTGDTPINIFGRNILTALGMSLNL. The pIC50 is 7.4. (2) The small molecule is CCCCCCCCCCCCCCC[C@@H](O)[C@H](COCc1cccc(-c2ccccn2)n1)NC(=O)CCCCC. The target protein (P11889) has sequence MKGKLLKGVLSLGVGLGALYSGTSAQAEASTNQNDTLKVMTHNVYMLSTNLYPNWGQTERADLIGAADYIKNQDVVILNEVFDNSASDRLLGNLKKEYPNQTAVLGRSSGSEWDKTLGNYSSSTPEDGGVAIVSKWPIAEKIQYVFAKGCGPDNLSNKGFVYTKIKKNDRFVHVIGTHLQAEDSMCGKTSPASVRTNQLKEIQDFIKNKNIPNNEYVLIGGDMNVNKINAENNNDSEYASMFKTLNASVPSYTGHTATWDATTNSIAKYNFPDSPAEYLDYIIASKDHANPSYIENKVLQPKSPQWTVTSWFQKYTYNDYSDDYPVEATISMK. The pIC50 is 4.7. (3) The drug is Oc1ccc(/C=C/c2ccc3ccccc3n2)cc1O. The target protein sequence is FLDGIDKAQDEHEKYHSNWRAMASDFNLPPVVAKEIVASCDKCQLKGEAMHGQVDCSPGIWQLDCTHLEGKVILVAVHVASGYIEAEVIPAETGQETAYFLLKLAGRWPVKTIHTDNGSNFTSTTVKAACWWAGIKQEFGIPYNPQSQGVVESMNKELKKIIGQVRDQAEHLKTAVQMAVFIHNFKRKGGIGGYSAGERIVDIIATDIQTKELQKQITKIQNFRVYYRDSRDPLWKGPAKLLWKGEGAVVIQDNSDIKVVPRRKVKIIRDYGKQMAGDDCVASRQDED. The pIC50 is 4.0. (4) The drug is COc1ccc(Cl)cc1-c1cc(Nc2ccc(Cl)cc2)cc(N)n1. The target protein (O15120) has sequence MELWPCLAAALLLLLLLVQLSRAAEFYAKVALYCALCFTVSAVASLVCLLRHGGRTVENMSIIGWFVRSFKYFYGLRFEVRDPRRLQEARPCVIVSNHQSILDMMGLMEVLPERCVQIAKRELLFLGPVGLIMYLGGVFFINRQRSSTAMTVMADLGERMVRENLKVWIYPEGTRNDNGDLLPFKKGAFYLAVQAQVPIVPVVYSSFSSFYNTKKKFFTSGTVTVQVLEAIPTSGLTAADVPALVDTCHRAMRTTFLHISKTPQENGATAGSGVQPAQ. The pIC50 is 4.7. (5) The compound is CCOc1ccc(C(=O)NCCNC(=O)c2cn(-c3cccc(OCC)c3)nc2C(F)(F)F)cc1. The target protein (O75907) has sequence MGDRGSSRRRRTGSRPSSHGGGGPAAAEEEVRDAAAGPDVGAAGDAPAPAPNKDGDAGVGSGHWELRCHRLQDSLFSSDSGFSNYRGILNWCVVMLILSNARLFLENLIKYGILVDPIQVVSLFLKDPYSWPAPCLVIAANVFAVAAFQVEKRLAVGALTEQAGLLLHVANLATILCFPAAVVLLVESITPVGSLLALMAHTILFLKLFSYRDVNSWCRRARAKAASAGKKASSAAAPHTVSYPDNLTYRDLYYFLFAPTLCYELNFPRSPRIRKRFLLRRILEMLFFTQLQVGLIQQWMVPTIQNSMKPFKDMDYSRIIERLLKLAVPNHLIWLIFFYWLFHSCLNAVAELMQFGDREFYRDWWNSESVTYFWQNWNIPVHKWCIRHFYKPMLRRGSSKWMARTGVFLASAFFHEYLVSVPLRMFRLWAFTGMMAQIPLAWFVGRFFQGNYGNAAVWLSLIIGQPIAVLMYVHDYYVLNYEAPAAEA. The pIC50 is 7.4.